This data is from Full USPTO retrosynthesis dataset with 1.9M reactions from patents (1976-2016). The task is: Predict the reactants needed to synthesize the given product. (1) Given the product [OH:8][N:9]1[C:15](=[O:16])[N:14]2[CH2:17][C@H:10]1[CH2:11][CH2:12][C@H:13]2[C:18]1[O:19][C:20]([N:23]2[CH2:24][CH2:25][O:26][CH2:27][CH2:28]2)=[N:21][N:22]=1, predict the reactants needed to synthesize it. The reactants are: C([O:8][N:9]1[C:15](=[O:16])[N:14]2[CH2:17][C@H:10]1[CH2:11][CH2:12][C@H:13]2[C:18]1[O:19][C:20]([N:23]2[CH2:28][CH2:27][O:26][CH2:25][CH2:24]2)=[N:21][N:22]=1)C1C=CC=CC=1. (2) Given the product [ClH:39].[ClH:47].[CH2:1]([O:8][C:9]1[CH:10]=[C:11]([CH2:22][CH2:23][C:24]([N:44]2[CH2:45][CH2:46][N:41]([CH3:40])[CH2:42][CH2:43]2)=[O:25])[CH:12]=[N:13][C:14]=1[NH:15][C:16]1[S:17][CH:18]=[C:19]([CH3:21])[N:20]=1)[C:2]1[CH:7]=[CH:6][CH:5]=[CH:4][CH:3]=1, predict the reactants needed to synthesize it. The reactants are: [CH2:1]([O:8][C:9]1[CH:10]=[C:11]([CH2:22][CH2:23][C:24](O)=[O:25])[CH:12]=[N:13][C:14]=1[NH:15][C:16]1[S:17][CH:18]=[C:19]([CH3:21])[N:20]=1)[C:2]1[CH:7]=[CH:6][CH:5]=[CH:4][CH:3]=1.C(N(CC)CC)C.C([Cl:39])(=O)OCC.[CH3:40][N:41]1[CH2:46][CH2:45][NH:44][CH2:43][CH2:42]1.[ClH:47]. (3) Given the product [F:1][C:2]1[CH:19]=[CH:18][C:5]([CH2:6][N:7]2[CH2:12][C@H:11]([CH3:14])[NH:10][CH2:9][C@@H:8]2[CH2:16][OH:17])=[CH:4][CH:3]=1, predict the reactants needed to synthesize it. The reactants are: [F:1][C:2]1[CH:19]=[CH:18][C:5]([CH2:6][N:7]2[C:12](=O)[C@H:11]([CH3:14])[NH:10][C:9](=O)[C@H:8]2[CH2:16][OH:17])=[CH:4][CH:3]=1.[H-].[Al+3].[Li+].[H-].[H-].[H-]. (4) The reactants are: [Cl:1][C:2]1[CH:7]=[CH:6][C:5]([C@H:8]2[N:15]3[C:11]([S:12][C:13]([C:19](O)=[O:20])=[C:14]3[CH:16]([CH3:18])[CH3:17])=[N:10][C@:9]2([C:23]2[CH:28]=[CH:27][C:26]([Cl:29])=[CH:25][CH:24]=2)[CH3:22])=[CH:4][CH:3]=1.[CH3:30][N:31]([CH3:40])[C:32]([N:34]1[CH2:39][CH2:38][NH:37][CH2:36][CH2:35]1)=[O:33]. Given the product [Cl:1][C:2]1[CH:3]=[CH:4][C:5]([C@H:8]2[N:15]3[C:11]([S:12][C:13]([C:19]([N:37]4[CH2:36][CH2:35][N:34]([C:32]([N:31]([CH3:40])[CH3:30])=[O:33])[CH2:39][CH2:38]4)=[O:20])=[C:14]3[CH:16]([CH3:17])[CH3:18])=[N:10][C@:9]2([C:23]2[CH:28]=[CH:27][C:26]([Cl:29])=[CH:25][CH:24]=2)[CH3:22])=[CH:6][CH:7]=1, predict the reactants needed to synthesize it. (5) Given the product [OH:7][C:8]([CH3:40])([CH3:41])[CH2:9][C@@:10]1([C:34]2[CH:39]=[CH:38][CH:37]=[CH:36][CH:35]=2)[O:15][C:14](=[O:16])[N:13]([C@H:17]([C:19]2[CH:20]=[CH:21][C:22]([C:43]3[CH:50]=[CH:49][C:46]([C:47]#[N:48])=[CH:45][N:44]=3)=[CH:23][CH:24]=2)[CH3:18])[CH2:12][CH2:11]1, predict the reactants needed to synthesize it. The reactants are: C([O-])([O-])=O.[Na+].[Na+].[OH:7][C:8]([CH3:41])([CH3:40])[CH2:9][C@@:10]1([C:34]2[CH:39]=[CH:38][CH:37]=[CH:36][CH:35]=2)[O:15][C:14](=[O:16])[N:13]([C@H:17]([C:19]2[CH:24]=[CH:23][C:22](B3OC(C)(C)C(C)(C)O3)=[CH:21][CH:20]=2)[CH3:18])[CH2:12][CH2:11]1.Cl[C:43]1[CH:50]=[CH:49][C:46]([C:47]#[N:48])=[CH:45][N:44]=1. (6) Given the product [F:1][C:2]1[CH:7]=[C:6]([F:8])[CH:5]=[CH:4][C:3]=1[S:9]([NH:12][C:13]1[C:14]([O:28][CH3:29])=[N:15][CH:16]=[C:17]([C:31]2[CH:32]=[CH:33][C:34]3[N:35]([CH:37]=[CH:38][N:39]=3)[N:36]=2)[CH:18]=1)(=[O:10])=[O:11], predict the reactants needed to synthesize it. The reactants are: [F:1][C:2]1[CH:7]=[C:6]([F:8])[CH:5]=[CH:4][C:3]=1[S:9]([NH:12][C:13]1[C:14]([O:28][CH3:29])=[N:15][CH:16]=[C:17](B2OC(C)(C)C(C)(C)O2)[CH:18]=1)(=[O:11])=[O:10].Br[C:31]1[CH:32]=[CH:33][C:34]2[N:35]([CH:37]=[CH:38][N:39]=2)[N:36]=1.C(Cl)Cl.C([O-])([O-])=O.[Na+].[Na+].